From a dataset of Forward reaction prediction with 1.9M reactions from USPTO patents (1976-2016). Predict the product of the given reaction. (1) The product is: [NH2:8][C@H:12]([C:13]1[NH:30][C:27]2[CH:28]=[CH:29][C:24]([CH:22]([CH3:21])[CH3:23])=[CH:25][C:26]=2[N:31]=1)[C@H:11]([OH:10])[CH:16]([CH3:18])[CH3:17]. Given the reactants C(OC([N:8]1[C@H:12]([C:13](O)=O)[C@@H:11]([CH:16]([CH3:18])[CH3:17])[O:10]C1(C)C)=O)(C)(C)C.[CH3:21][CH:22]([C:24]1[CH:25]=[C:26]([NH2:31])[C:27]([NH2:30])=[CH:28][CH:29]=1)[CH3:23], predict the reaction product. (2) Given the reactants [N+:1]([C:4]1[CH:5]=[C:6]([CH:14]=[CH:15][CH:16]=1)[O:7][CH2:8][CH2:9][CH2:10][CH2:11][CH2:12][NH2:13])([O-:3])=[O:2].[C:17]1([S:27](Cl)(=[O:29])=[O:28])[C:26]2[C:21](=[CH:22][CH:23]=[CH:24][CH:25]=2)[CH:20]=[CH:19][CH:18]=1.C(N(CC)CC)C, predict the reaction product. The product is: [N+:1]([C:4]1[CH:5]=[C:6]([CH:14]=[CH:15][CH:16]=1)[O:7][CH2:8][CH2:9][CH2:10][CH2:11][CH2:12][NH:13][S:27]([C:17]1[C:26]2[C:21](=[CH:22][CH:23]=[CH:24][CH:25]=2)[CH:20]=[CH:19][CH:18]=1)(=[O:29])=[O:28])([O-:3])=[O:2].